From a dataset of Catalyst prediction with 721,799 reactions and 888 catalyst types from USPTO. Predict which catalyst facilitates the given reaction. (1) Reactant: [N:1]1([C:7]([O:9][C:10]([CH3:13])([CH3:12])[CH3:11])=[O:8])[CH2:6][CH2:5][NH:4][CH2:3][CH2:2]1.C(N(CC)CC)C.[C:21]([O:24][C@H:25]1[CH2:42][CH2:41][C@@:40]2([CH3:43])[C@@H:27]([CH2:28][CH2:29][C@:30]3([CH3:55])[C@@H:39]2[CH2:38][CH2:37][C@H:36]2[C@@:31]3([CH3:54])[CH2:32][CH2:33][C@@:34]3([C:51](Cl)=[O:52])[CH2:46][CH2:45][C@@H:44]([C:47]4([CH3:50])[CH2:49][CH2:48]4)[C@@H:35]32)[C:26]1([CH3:57])[CH3:56])(=[O:23])[CH3:22]. Product: [C:21]([O:24][C@H:25]1[CH2:42][CH2:41][C@@:40]2([CH3:43])[C@@H:27]([CH2:28][CH2:29][C@:30]3([CH3:55])[C@@H:39]2[CH2:38][CH2:37][C@H:36]2[C@@:31]3([CH3:54])[CH2:32][CH2:33][C@@:34]3([C:51]([N:4]4[CH2:5][CH2:6][N:1]([C:7]([O:9][C:10]([CH3:13])([CH3:12])[CH3:11])=[O:8])[CH2:2][CH2:3]4)=[O:52])[CH2:46][CH2:45][C@@H:44]([C:47]4([CH3:50])[CH2:48][CH2:49]4)[C@@H:35]32)[C:26]1([CH3:57])[CH3:56])(=[O:23])[CH3:22]. The catalyst class is: 34. (2) Reactant: [CH2:1]([O:8][C:9]1[C:25]([O:26][CH3:27])=[CH:24][C:12]([C:13]([N:15]2[CH2:19][C@H:18]([OH:20])[CH2:17][C@H:16]2[C:21]([O-])=[O:22])=[O:14])=[C:11]([N+:28]([O-:30])=[O:29])[CH:10]=1)[C:2]1[CH:7]=[CH:6][CH:5]=[CH:4][CH:3]=1.[Li+].[BH4-].CCOC(C)=O. Product: [CH2:1]([O:8][C:9]1[C:25]([O:26][CH3:27])=[CH:24][C:12]([C:13]([N:15]2[CH2:19][C@H:18]([OH:20])[CH2:17][C@H:16]2[CH2:21][OH:22])=[O:14])=[C:11]([N+:28]([O-:30])=[O:29])[CH:10]=1)[C:2]1[CH:7]=[CH:6][CH:5]=[CH:4][CH:3]=1. The catalyst class is: 1. (3) Reactant: [BrH:1].[CH3:2][C:3]([C:6]1[O:10][C:9]([CH2:11][S:12][C:13]2[S:17][C:16]([NH:18][C:19]([CH:21]3[CH2:26][CH2:25][NH:24][CH2:23][CH2:22]3)=[O:20])=[N:15][CH:14]=2)=[N:8][CH:7]=1)([CH3:5])[CH3:4]. Product: [BrH:1].[CH3:5][C:3]([C:6]1[O:10][C:9]([CH2:11][S:12][C:13]2[S:17][C:16]([NH:18][C:19]([CH:21]3[CH2:22][CH2:23][NH:24][CH2:25][CH2:26]3)=[O:20])=[N:15][CH:14]=2)=[N:8][CH:7]=1)([CH3:2])[CH3:4]. The catalyst class is: 14. (4) Reactant: Cl[S:2]([C:5]1[CH:14]=[C:13]2[C:8]([C:9]([C:16]([OH:18])=[O:17])=[CH:10][NH:11][C:12]2=[O:15])=[CH:7][CH:6]=1)(=[O:4])=[O:3].C(N(C(C)C)CC)(C)C.Cl.[CH3:29][C:30]1([OH:34])[CH2:33][NH:32][CH2:31]1.Cl. Product: [OH:34][C:30]1([CH3:29])[CH2:33][N:32]([S:2]([C:5]2[CH:14]=[C:13]3[C:8]([C:9]([C:16]([OH:18])=[O:17])=[CH:10][NH:11][C:12]3=[O:15])=[CH:7][CH:6]=2)(=[O:4])=[O:3])[CH2:31]1. The catalyst class is: 7.